Dataset: Full USPTO retrosynthesis dataset with 1.9M reactions from patents (1976-2016). Task: Predict the reactants needed to synthesize the given product. (1) Given the product [CH3:43][O:42][C:40](=[O:41])[CH2:39][O:17][C:14]1[CH:15]=[C:16]2[C:11]([CH2:10][CH2:9][N:8]([CH2:20][C:21](=[O:22])[NH:23][CH:24]3[C:32]4[C:27](=[CH:28][CH:29]=[CH:30][CH:31]=4)[CH2:26][CH2:25]3)[CH:7]2[CH2:6][C:5]2[CH:33]=[CH:34][C:35]([O:36][CH3:37])=[C:3]([O:2][CH3:1])[CH:4]=2)=[CH:12][C:13]=1[O:18][CH3:19], predict the reactants needed to synthesize it. The reactants are: [CH3:1][O:2][C:3]1[CH:4]=[C:5]([CH:33]=[CH:34][C:35]=1[O:36][CH3:37])[CH2:6][CH:7]1[C:16]2[C:11](=[CH:12][C:13]([O:18][CH3:19])=[C:14]([OH:17])[CH:15]=2)[CH2:10][CH2:9][N:8]1[CH2:20][C:21]([NH:23][CH:24]1[C:32]2[C:27](=[CH:28][CH:29]=[CH:30][CH:31]=2)[CH2:26][CH2:25]1)=[O:22].Br[CH2:39][C:40]([O:42][CH3:43])=[O:41]. (2) Given the product [I:1][C:2]1[C:10]2[C:5](=[CH:6][C:7](/[CH:11]=[C:15]3/[C:14](=[O:22])[NH:13][C:21]4[C:16]/3=[CH:17][CH:18]=[CH:19][CH:20]=4)=[CH:8][CH:9]=2)[NH:4][N:3]=1, predict the reactants needed to synthesize it. The reactants are: [I:1][C:2]1[C:10]2[C:5](=[CH:6][C:7]([CH:11]=O)=[CH:8][CH:9]=2)[NH:4][N:3]=1.[NH:13]1[C:21]2[C:16](=[CH:17][CH:18]=[CH:19][CH:20]=2)[CH2:15][C:14]1=[O:22]. (3) The reactants are: [N:1]1([C:7]([O:9][C:10]([CH3:13])([CH3:12])[CH3:11])=[O:8])[CH2:6][CH2:5][CH2:4][CH2:3][CH2:2]1.CN(C)CCN(C)C.CC(C)C[Li].[O:27]=[C:28]1[CH2:31][N:30]([C:32]([O:34][CH2:35][C:36]2[CH:41]=[CH:40][CH:39]=[CH:38][CH:37]=2)=[O:33])[CH2:29]1. Given the product [OH:27][C:28]1([CH:2]2[CH2:3][CH2:4][CH2:5][CH2:6][N:1]2[C:7]([O:9][C:10]([CH3:13])([CH3:12])[CH3:11])=[O:8])[CH2:29][N:30]([C:32]([O:34][CH2:35][C:36]2[CH:41]=[CH:40][CH:39]=[CH:38][CH:37]=2)=[O:33])[CH2:31]1, predict the reactants needed to synthesize it. (4) The reactants are: C1(C)C=CC=CC=1.[CH3:8][C:9]1[NH:10][C:11]2[C:16]([C:17]=1[CH2:18][C:19]([O:21][CH3:22])=[O:20])=[CH:15][CH:14]=[CH:13][CH:12]=2.[N+:23]([C:26]1[CH:33]=[CH:32][C:29]([CH2:30]Br)=[CH:28][CH:27]=1)([O-:25])=[O:24].C(=O)([O-])[O-].[Cs+].[Cs+]. Given the product [CH3:8][C:9]1[N:10]([CH2:30][C:29]2[CH:32]=[CH:33][C:26]([N+:23]([O-:25])=[O:24])=[CH:27][CH:28]=2)[C:11]2[C:16]([C:17]=1[CH2:18][C:19]([O:21][CH3:22])=[O:20])=[CH:15][CH:14]=[CH:13][CH:12]=2, predict the reactants needed to synthesize it. (5) Given the product [CH3:32][N:22]1[C:23]2[C:19](=[CH:18][C:17]([S:14]([N:10]3[CH2:11][CH2:12][CH2:13][C@H:9]3[CH2:8][O:1][C:2]3[CH:7]=[CH:6][CH:5]=[CH:4][CH:3]=3)(=[O:16])=[O:15])=[CH:25][CH:24]=2)[C:20](=[O:27])[C:21]1=[O:26], predict the reactants needed to synthesize it. The reactants are: [O:1]([CH2:8][C@@H:9]1[CH2:13][CH2:12][CH2:11][N:10]1[S:14]([C:17]1[CH:18]=[C:19]2[C:23](=[CH:24][CH:25]=1)[NH:22][C:21](=[O:26])[C:20]2=[O:27])(=[O:16])=[O:15])[C:2]1[CH:7]=[CH:6][CH:5]=[CH:4][CH:3]=1.[H-].[Na+].IC.[CH3:32]COCC. (6) Given the product [CH:17]1([C:20]2[N:42]=[C:23]3[N:24]=[C:25]([C:34]4[CH:41]=[CH:40][C:37]([CH2:38][N:1]5[CH2:4][CH:3]([C:5]6[N:6]=[C:7]([C:10]7[CH:15]=[CH:14][CH:13]=[C:12]([CH3:16])[N:11]=7)[NH:8][N:9]=6)[CH2:2]5)=[CH:36][CH:35]=4)[C:26]([C:28]4[CH:33]=[CH:32][CH:31]=[CH:30][CH:29]=4)=[CH:27][N:22]3[N:21]=2)[CH2:19][CH2:18]1, predict the reactants needed to synthesize it. The reactants are: [NH:1]1[CH2:4][CH:3]([C:5]2[NH:9][N:8]=[C:7]([C:10]3[CH:15]=[CH:14][CH:13]=[C:12]([CH3:16])[N:11]=3)[N:6]=2)[CH2:2]1.[CH:17]1([C:20]2[N:42]=[C:23]3[N:24]=[C:25]([C:34]4[CH:41]=[CH:40][C:37]([CH:38]=O)=[CH:36][CH:35]=4)[C:26]([C:28]4[CH:33]=[CH:32][CH:31]=[CH:30][CH:29]=4)=[CH:27][N:22]3[N:21]=2)[CH2:19][CH2:18]1. (7) Given the product [CH3:27][NH:26][C:24]([C:21]1[CH:20]=[C:19]2[C:18](=[CH:23][CH:22]=1)[N:17]([CH:14]1[CH2:15][CH2:16][N:11]([C:9]([O:8][CH2:1][C:2]3[CH:7]=[CH:6][CH:5]=[CH:4][CH:3]=3)=[O:10])[CH2:12][CH2:13]1)[C:28](=[O:31])[CH2:29]2)=[O:25], predict the reactants needed to synthesize it. The reactants are: [CH2:1]([O:8][C:9]([N:11]1[CH2:16][CH2:15][CH:14]([N:17]([C:28](=[O:31])[CH2:29]Cl)[C:18]2[CH:23]=[CH:22][C:21]([C:24]([NH:26][CH3:27])=[O:25])=[CH:20][CH:19]=2)[CH2:13][CH2:12]1)=[O:10])[C:2]1[CH:7]=[CH:6][CH:5]=[CH:4][CH:3]=1.C(P(C(C)(C)C)C1C=CC=CC=1C1C=CC=CC=1)(C)(C)C.CC1CCCO1.C(N(CC)CC)C. (8) Given the product [CH2:2]([O:4][C:5](=[O:8])[CH2:6][NH:7][C:17]([O:19][CH:20]([N:41]1[N:40]=[C:39]([C:43]#[N:44])[C:38]([C:30]2[CH:31]=[C:32]([C:34]([F:35])([F:36])[F:37])[CH:33]=[C:28]([C:25]3[CH:26]=[CH:27][S:23][CH:24]=3)[CH:29]=2)=[N:42]1)[CH3:21])=[O:18])[CH3:3], predict the reactants needed to synthesize it. The reactants are: Cl.[CH2:2]([O:4][C:5](=[O:8])[CH2:6][NH2:7])[CH3:3].CCN(CC)CC.Cl[C:17]([O:19][CH:20](Cl)[CH3:21])=[O:18].[S:23]1[CH:27]=[CH:26][C:25]([C:28]2[CH:29]=[C:30]([C:38]3[N:42]=[N:41][NH:40][C:39]=3[C:43]#[N:44])[CH:31]=[C:32]([C:34]([F:37])([F:36])[F:35])[CH:33]=2)=[CH:24]1.C(=O)(O)[O-].[Na+]. (9) Given the product [CH3:28][O:27][C:21]1[CH:20]=[C:19]([C:9]2[C:8](=[O:29])[N:7]([CH2:6][CH2:5][C:4]3[CH:3]=[C:2]([NH:1][C:42](=[O:45])[CH:43]=[CH2:44])[CH:32]=[CH:31][CH:30]=3)[C:12]3[N:13]=[C:14]([NH:17][CH3:18])[N:15]=[CH:16][C:11]=3[CH:10]=2)[CH:24]=[C:23]([O:25][CH3:26])[CH:22]=1, predict the reactants needed to synthesize it. The reactants are: [NH2:1][C:2]1[CH:3]=[C:4]([CH:30]=[CH:31][CH:32]=1)[CH2:5][CH2:6][N:7]1[C:12]2[N:13]=[C:14]([NH:17][CH3:18])[N:15]=[CH:16][C:11]=2[CH:10]=[C:9]([C:19]2[CH:24]=[C:23]([O:25][CH3:26])[CH:22]=[C:21]([O:27][CH3:28])[CH:20]=2)[C:8]1=[O:29].CCN(C(C)C)C(C)C.[C:42](Cl)(=[O:45])[CH:43]=[CH2:44]. (10) Given the product [CH3:37][N:38]1[CH:42]=[CH:41][CH:40]=[C:39]1[C:43]1[CH:3]=[CH:4][C:5]([CH:8]([N:48]=[C:51]=[O:53])[NH:9][C:10](=[O:36])[C:11]2[CH:16]=[CH:15][CH:14]=[C:13]([NH:17][C:18]([C:20]3[C:21]([C:26]4[CH:31]=[CH:30][C:29]([C:32]([F:34])([F:35])[F:33])=[CH:28][CH:27]=4)=[CH:22][CH:23]=[CH:24][CH:25]=3)=[O:19])[CH:12]=2)=[CH:6][CH:7]=1, predict the reactants needed to synthesize it. The reactants are: NC1[CH:7]=[CH:6][C:5]([CH2:8][NH:9][C:10](=[O:36])[C:11]2[CH:16]=[CH:15][CH:14]=[C:13]([NH:17][C:18]([C:20]3[C:21]([C:26]4[CH:31]=[CH:30][C:29]([C:32]([F:35])([F:34])[F:33])=[CH:28][CH:27]=4)=[CH:22][CH:23]=[CH:24][CH:25]=3)=[O:19])[CH:12]=2)=[CH:4][CH:3]=1.[CH3:37][N:38]1[CH:42]=[CH:41][CH:40]=[C:39]1[C:43](Cl)=O.C([N:48]([CH2:51]C)CC)C.[O:53]1CCCC1.